From a dataset of HIV replication inhibition screening data with 41,000+ compounds from the AIDS Antiviral Screen. Binary Classification. Given a drug SMILES string, predict its activity (active/inactive) in a high-throughput screening assay against a specified biological target. The compound is CCCCC(C(=O)CCC(=O)Nc1ccc(Cl)cc1)C(=O)C(C)C. The result is 0 (inactive).